From a dataset of Forward reaction prediction with 1.9M reactions from USPTO patents (1976-2016). Predict the product of the given reaction. (1) Given the reactants [CH3:1][C:2]1[CH:7]=[CH:6][N:5]=[C:4]([C:8]([OH:10])=O)[CH:3]=1.C(N(CC)CC)C.[C:18]([NH2:22])([CH3:21])([CH3:20])[CH3:19].CCCP1(OP(CCC)(=O)OP(CCC)(=O)O1)=O, predict the reaction product. The product is: [C:18]([NH:22][C:8](=[O:10])[C:4]1[CH:3]=[C:2]([CH3:1])[CH:7]=[CH:6][N:5]=1)([CH3:21])([CH3:20])[CH3:19]. (2) Given the reactants [O:1]1[C:5]2[CH:6]=[CH:7][C:8]([CH2:10][NH:11][C:12](=[O:14])[CH3:13])=[CH:9][C:4]=2[O:3][CH2:2]1.[I:15]Cl.[O-]S([O-])(=S)=O.[Na+].[Na+], predict the reaction product. The product is: [I:15][C:7]1[C:8]([CH2:10][NH:11][C:12](=[O:14])[CH3:13])=[CH:9][C:4]2[O:3][CH2:2][O:1][C:5]=2[CH:6]=1. (3) Given the reactants [NH2:1][C@H:2]([C:11]([OH:13])=[O:12])[CH2:3][C:4]1[CH:9]=[CH:8][C:7]([OH:10])=[CH:6][CH:5]=1.CS(C)=O.CS(O[CH2:23][CH2:24][C:25]1[CH:30]=[CH:29][C:28]([CH2:31][CH3:32])=[CH:27][N:26]=1)(=O)=O, predict the reaction product. The product is: [NH2:1][CH:2]([CH2:3][C:4]1[CH:5]=[CH:6][C:7]([O:10][CH2:23][CH2:24][C:25]2[CH:30]=[CH:29][C:28]([CH2:31][CH3:32])=[CH:27][N:26]=2)=[CH:8][CH:9]=1)[C:11]([OH:13])=[O:12]. (4) Given the reactants [NH2:1][C:2]1[C:3]2[N:4]([C:8]([C@@H:25]3[CH2:28][C@H:27]([CH2:29]OS(C4C=CC(C)=CC=4)(=O)=O)[CH2:26]3)=[N:9][C:10]=2[C:11]2[CH:16]=[CH:15][CH:14]=[C:13]([O:17][CH2:18][C:19]3[CH:24]=[CH:23][CH:22]=[CH:21][CH:20]=3)[CH:12]=2)[CH:5]=[CH:6][N:7]=1.[N-:41]=[N+:42]=[N-:43].[Na+], predict the reaction product. The product is: [N:41]([CH2:29][C@@H:27]1[CH2:28][C@H:25]([C:8]2[N:4]3[CH:5]=[CH:6][N:7]=[C:2]([NH2:1])[C:3]3=[C:10]([C:11]3[CH:16]=[CH:15][CH:14]=[C:13]([O:17][CH2:18][C:19]4[CH:24]=[CH:23][CH:22]=[CH:21][CH:20]=4)[CH:12]=3)[N:9]=2)[CH2:26]1)=[N+:42]=[N-:43]. (5) Given the reactants [F:1][C:2]([F:26])([F:25])[C:3]1[CH:8]=[CH:7][C:6]([C:9]2[S:13][C:12]([C:14]3[CH:24]=[CH:23][C:17]([C:18]([O:20]CC)=[O:19])=[CH:16][CH:15]=3)=[CH:11][CH:10]=2)=[CH:5][CH:4]=1.[OH-].[Na+].O1CCCC1.Cl, predict the reaction product. The product is: [F:25][C:2]([F:1])([F:26])[C:3]1[CH:4]=[CH:5][C:6]([C:9]2[S:13][C:12]([C:14]3[CH:24]=[CH:23][C:17]([C:18]([OH:20])=[O:19])=[CH:16][CH:15]=3)=[CH:11][CH:10]=2)=[CH:7][CH:8]=1. (6) Given the reactants [NH2:1][C@H:2]1[CH2:7][CH2:6][N:5]([C:8]([O:10][C:11]([CH3:14])([CH3:13])[CH3:12])=[O:9])[CH2:4][C@H:3]1[O:15][CH3:16].C(=O)([O-])[O-].[Na+].[Na+].Cl[C:24]([O:26][CH2:27][C:28]1[CH:33]=[CH:32][CH:31]=[CH:30][CH:29]=1)=[O:25].C(OCC)(=O)C, predict the reaction product. The product is: [CH2:27]([O:26][C:24]([NH:1][C@H:2]1[CH2:7][CH2:6][N:5]([C:8]([O:10][C:11]([CH3:12])([CH3:13])[CH3:14])=[O:9])[CH2:4][C@H:3]1[O:15][CH3:16])=[O:25])[C:28]1[CH:33]=[CH:32][CH:31]=[CH:30][CH:29]=1. (7) Given the reactants [O:1]=[C:2]1[NH:6][C@H:5]([C:7]([OH:9])=O)[CH2:4][CH2:3]1.S(Cl)(Cl)=O.[C:14]([C:18]1[CH:22]=[C:21]([NH2:23])[O:20][N:19]=1)([CH3:17])([CH3:16])[CH3:15].C(NC(C)C)(C)C, predict the reaction product. The product is: [C:14]([C:18]1[CH:22]=[C:21]([NH:23][C:7]([C@@H:5]2[CH2:4][CH2:3][C:2](=[O:1])[NH:6]2)=[O:9])[O:20][N:19]=1)([CH3:17])([CH3:16])[CH3:15]. (8) Given the reactants Cl.[CH3:2][O:3][C:4]([N:6]1[CH2:11][CH:10]=[CH:9][C@H:8]2[NH:12][C:13]([NH2:15])=[N:14][C@@H:7]12)=[O:5].[OH-].[Na+], predict the reaction product. The product is: [CH3:2][O:3][C:4](=[O:5])[NH:6][CH2:11][CH:10]=[CH:9][C:8]1[NH:12][CH:13]([NH2:15])[NH:14][CH:7]=1. (9) Given the reactants Br[C:2]1[CH:7]=[CH:6][N:5]=[C:4]([CH2:8][CH2:9][N:10]2[C:29](=[O:30])[N:13]3[CH:14]=[C:15]([C:18]4[CH:23]=[CH:22][C:21]([O:24][C:25]([F:28])([F:27])[F:26])=[CH:20][CH:19]=4)[CH:16]=[CH:17][C:12]3=[N:11]2)[CH:3]=1.[CH:31]1(B(O)O)[CH2:33][CH2:32]1.C(=O)([O-])[O-].[K+].[K+], predict the reaction product. The product is: [CH:31]1([C:2]2[CH:7]=[CH:6][N:5]=[C:4]([CH2:8][CH2:9][N:10]3[C:29](=[O:30])[N:13]4[CH:14]=[C:15]([C:18]5[CH:19]=[CH:20][C:21]([O:24][C:25]([F:27])([F:28])[F:26])=[CH:22][CH:23]=5)[CH:16]=[CH:17][C:12]4=[N:11]3)[CH:3]=2)[CH2:33][CH2:32]1. (10) Given the reactants [CH3:1][C@@:2]12[C:21](OS(C(F)(F)F)(=O)=O)=[CH:20][CH2:19][C@H:3]1[C@H:4]1[C@H:9]([CH2:10][CH2:11]2)[C@:8]([CH2:13][CH2:14][C:15]([OH:17])=[O:16])([CH3:12])[C:7](=[O:18])[CH2:6][CH2:5]1.[N:30]1[CH:35]=[CH:34][CH:33]=[C:32](B(O)O)[CH:31]=1, predict the reaction product. The product is: [CH3:1][C@@:2]12[C:21]([C:32]3[CH:31]=[N:30][CH:35]=[CH:34][CH:33]=3)=[CH:20][CH2:19][C@H:3]1[C@H:4]1[C@H:9]([CH2:10][CH2:11]2)[C@:8]([CH2:13][CH2:14][C:15]([OH:17])=[O:16])([CH3:12])[C:7](=[O:18])[CH2:6][CH2:5]1.